This data is from Catalyst prediction with 721,799 reactions and 888 catalyst types from USPTO. The task is: Predict which catalyst facilitates the given reaction. (1) Reactant: Cl[CH2:2]Cl.[C:4](Cl)(=[O:7])[CH2:5][CH3:6].C([N:11]([CH2:14][CH3:15])[CH2:12][CH3:13])C.[C:16](=[O:19])(O)[O-:17].[Na+]. Product: [C:4]([N:11]1[CH2:12][CH2:13][CH:2]([C:16]([OH:17])=[O:19])[CH2:15][CH2:14]1)(=[O:7])[CH2:5][CH3:6]. The catalyst class is: 22. (2) Reactant: O=[C:2]1[CH2:7][CH2:6][CH:5]([CH2:8][C:9]([OH:11])=[O:10])[CH2:4][CH2:3]1.[N:12]1([C:18]([O:20][C:21]([CH3:24])([CH3:23])[CH3:22])=[O:19])[CH2:17][CH2:16][NH:15][CH2:14][CH2:13]1. Product: [C:21]([O:20][C:18]([N:12]1[CH2:17][CH2:16][N:15]([CH:2]2[CH2:7][CH2:6][CH:5]([CH2:8][C:9]([OH:11])=[O:10])[CH2:4][CH2:3]2)[CH2:14][CH2:13]1)=[O:19])([CH3:24])([CH3:22])[CH3:23]. The catalyst class is: 19.